This data is from Peptide-MHC class II binding affinity with 134,281 pairs from IEDB. The task is: Regression. Given a peptide amino acid sequence and an MHC pseudo amino acid sequence, predict their binding affinity value. This is MHC class II binding data. (1) The peptide sequence is VGLVVQIDHVRMSTK. The MHC is DRB1_0901 with pseudo-sequence DRB1_0901. The binding affinity (normalized) is 0.120. (2) The peptide sequence is PTSENNAHHVCWLEA. The MHC is HLA-DQA10501-DQB10402 with pseudo-sequence HLA-DQA10501-DQB10402. The binding affinity (normalized) is 0.387. (3) The peptide sequence is QRAAEPWRDDQRSRS. The binding affinity (normalized) is 0.372. The MHC is HLA-DQA10102-DQB10602 with pseudo-sequence HLA-DQA10102-DQB10602. (4) The peptide sequence is TEAFSTAWQAACKKP. The MHC is DRB1_1302 with pseudo-sequence DRB1_1302. The binding affinity (normalized) is 0.502.